This data is from Forward reaction prediction with 1.9M reactions from USPTO patents (1976-2016). The task is: Predict the product of the given reaction. (1) Given the reactants [OH:1][C@@H:2]1[CH2:7][N:6]([CH3:8])[C@H:5]([C:9]([N:11]2[CH2:16][CH:15]=[C:14]([C:17]3[CH:22]=[CH:21][CH:20]=[CH:19][CH:18]=3)[CH2:13][CH2:12]2)=[O:10])[C@@H:4]([C:23]([O:25][CH3:26])=[O:24])[CH2:3]1.C(Cl)Cl.C1N=CN([C:35]([N:37]2[CH:41]=N[CH:39]=[CH:38]2)=[O:36])C=1.N1CCC[CH2:44][CH2:43]1, predict the reaction product. The product is: [N:37]1([C:35]([O:1][C@H:2]2[CH2:3][C@H:4]([C:23]([O:25][CH3:26])=[O:24])[C@@H:5]([C:9]([N:11]3[CH2:12][CH:13]=[C:14]([C:17]4[CH:22]=[CH:21][CH:20]=[CH:19][CH:18]=4)[CH2:15][CH2:16]3)=[O:10])[N:6]([CH3:8])[CH2:7]2)=[O:36])[CH2:38][CH2:39][CH2:44][CH2:43][CH2:41]1. (2) Given the reactants O.[C:2]1([CH3:19])[CH:7]=[CH:6][C:5]([S:8]([N:11]2[CH2:18][CH2:17][CH2:16][C@H:12]2[C:13]([OH:15])=O)(=[O:10])=[O:9])=[CH:4][CH:3]=1.Cl.C[O:22][C:23](=[O:37])[C@H:24]([CH2:26][C:27]1[CH:36]=[CH:35][C:34]2[C:29](=[CH:30][CH:31]=[CH:32][CH:33]=2)[CH:28]=1)[NH2:25].[Li+].[OH-], predict the reaction product. The product is: [C:2]1([CH3:19])[CH:3]=[CH:4][C:5]([S:8]([N:11]2[CH2:18][CH2:17][CH2:16][C@H:12]2[C:13]([NH:25][C@H:24]([C:23]([OH:37])=[O:22])[CH2:26][C:27]2[CH:36]=[CH:35][C:34]3[C:29](=[CH:30][CH:31]=[CH:32][CH:33]=3)[CH:28]=2)=[O:15])(=[O:9])=[O:10])=[CH:6][CH:7]=1. (3) Given the reactants [OH:1][C:2]1[CH:7]=[C:6]([O:8][CH3:9])[CH:5]=[CH:4][C:3]=1[CH2:10][C:11]([NH:13][CH3:14])=[O:12].[N+](C1C=C(S(O[CH2:28][C@@H:29]2[CH2:31][O:30]2)(=O)=O)C=CC=1)([O-])=O.C([O-])([O-])=O.[Cs+].[Cs+], predict the reaction product. The product is: [CH3:9][O:8][C:6]1[CH:5]=[CH:4][C:3]([CH2:10][C:11]([NH:13][CH3:14])=[O:12])=[C:2]([O:1][CH2:28][C@@H:29]2[CH2:31][O:30]2)[CH:7]=1. (4) Given the reactants O=C1C2C(=CC=CC=2)[C:4](=[O:11])[N:3]1[CH2:12][C:13]1[CH:20]=[CH:19][C:18]([F:21])=[CH:17][C:14]=1[C:15]#[N:16].O1CCCC1.O.NN.[C:30]([O:34]C(OC([O:34][C:30]([CH3:33])([CH3:32])[CH3:31])=O)=O)([CH3:33])([CH3:32])[CH3:31], predict the reaction product. The product is: [C:15]([C:14]1[CH:17]=[C:18]([F:21])[CH:19]=[CH:20][C:13]=1[CH2:12][NH:3][C:4](=[O:11])[O:34][C:30]([CH3:33])([CH3:32])[CH3:31])#[N:16].